Dataset: Full USPTO retrosynthesis dataset with 1.9M reactions from patents (1976-2016). Task: Predict the reactants needed to synthesize the given product. (1) Given the product [Cl:1][C:2]1[CH:7]=[C:6]([Cl:8])[CH:5]=[CH:4][C:3]=1[C:9]1[N:14]2[N:15]=[C:16]([CH3:23])[CH:17]=[C:13]2[CH:12]=[CH:11][C:10]=1[CH3:24], predict the reactants needed to synthesize it. The reactants are: [Cl:1][C:2]1[CH:7]=[C:6]([Cl:8])[CH:5]=[CH:4][C:3]=1[C:9]1[N:14]2[N:15]=[C:16]([CH3:23])[C:17](C(OCC)=O)=[C:13]2[CH:12]=[CH:11][C:10]=1[CH3:24].[OH-].[Na+].C([O-])(O)=O.[Na+]. (2) Given the product [Br:3][C:4]1[S:8][CH:7]=[C:6]([C:9]([OH:11])=[O:10])[CH:5]=1, predict the reactants needed to synthesize it. The reactants are: [OH-].[Na+].[Br:3][C:4]1[S:8][CH:7]=[C:6]([C:9]([O:11]CC)=[O:10])[CH:5]=1.Cl. (3) Given the product [C:19]([OH:21])(=[O:20])[CH2:18][CH2:17][CH2:16][CH2:15][CH2:14][CH2:13][CH2:12][CH2:11][CH2:10][CH2:9][CH2:8][CH2:7][CH2:6][CH2:5][CH2:4][C:3]([OH:26])=[O:2], predict the reactants needed to synthesize it. The reactants are: C[O:2][C:3](=[O:26])[CH:4](C(OC)=O)[CH2:5][CH2:6][CH2:7][CH2:8][CH2:9][CH2:10][CH2:11][CH2:12][CH2:13][CH2:14][CH2:15][CH2:16][CH2:17][CH2:18][C:19]([OH:21])=[O:20]. (4) Given the product [CH:34]1([CH2:33][O:32][C:16]2[CH:17]=[CH:18][C:19]3[C:20]([CH2:24][CH2:25][CH:26]4[CH2:31][CH2:30][N:29]([CH2:1][C:3]5[N:7]([CH3:8])[C:6]([C:9]#[N:10])=[CH:5][CH:4]=5)[CH2:28][CH2:27]4)=[N:21][O:22][C:23]=3[C:15]=2[CH2:14][N:12]([CH3:13])[CH3:11])[CH2:36][CH2:35]1, predict the reactants needed to synthesize it. The reactants are: [CH:1]([C:3]1[N:7]([CH3:8])[C:6]([C:9]#[N:10])=[CH:5][CH:4]=1)=O.[CH3:11][N:12]([CH2:14][C:15]1[C:23]2[O:22][N:21]=[C:20]([CH2:24][CH2:25][CH:26]3[CH2:31][CH2:30][NH:29][CH2:28][CH2:27]3)[C:19]=2[CH:18]=[CH:17][C:16]=1[O:32][CH2:33][CH:34]1[CH2:36][CH2:35]1)[CH3:13].C(O[BH-](OC(=O)C)OC(=O)C)(=O)C.[Na+].C(=O)(O)[O-].[Na+].[OH-].[Na+].